This data is from Forward reaction prediction with 1.9M reactions from USPTO patents (1976-2016). The task is: Predict the product of the given reaction. (1) Given the reactants [CH3:1][C:2]1[C:3]([NH:15][CH:16]2[CH2:26][CH2:25][C:19]3([CH2:24][CH2:23][NH:22][CH2:21][CH2:20]3)[CH2:18][CH2:17]2)=[N:4][C:5]([NH:8][C:9]2[CH:10]=[N:11][N:12]([CH3:14])[CH:13]=2)=[N:6][CH:7]=1.[C:27]([CH2:29][C:30](O)=[O:31])#[N:28].CN(C(ON1N=NC2C=CC=NC1=2)=[N+](C)C)C.F[P-](F)(F)(F)(F)F.CCN(CC)CC, predict the reaction product. The product is: [CH3:1][C:2]1[C:3]([NH:15][CH:16]2[CH2:26][CH2:25][C:19]3([CH2:24][CH2:23][N:22]([C:30](=[O:31])[CH2:29][C:27]#[N:28])[CH2:21][CH2:20]3)[CH2:18][CH2:17]2)=[N:4][C:5]([NH:8][C:9]2[CH:10]=[N:11][N:12]([CH3:14])[CH:13]=2)=[N:6][CH:7]=1. (2) Given the reactants [C:1](Cl)(=O)[C:2]([Cl:4])=[O:3].[CH3:7][N:8]1[C:13](=[O:14])[C:12]2C(C(O)=O)=[C:16]([CH2:18][C:19]3[C:28]4[C:23](=[CH:24][CH:25]=[CH:26][CH:27]=4)[CH:22]=[CH:21][CH:20]=3)[S:17][C:11]=2[N:10]([CH2:32][CH:33]([CH3:35])[CH3:34])[C:9]1=[O:36].CN(C)C=O, predict the reaction product. The product is: [CH3:7][N:8]1[C:13](=[O:14])[C:12]2[C:1]([C:2]([Cl:4])=[O:3])=[C:16]([CH2:18][C:19]3[C:28]4[C:23](=[CH:24][CH:25]=[CH:26][CH:27]=4)[CH:22]=[CH:21][CH:20]=3)[S:17][C:11]=2[N:10]([CH2:32][CH:33]([CH3:34])[CH3:35])[C:9]1=[O:36]. (3) Given the reactants [CH3:1][O:2][C:3]1[CH:8]=[CH:7][C:6]([C:9]2[S:10][CH:11]=[CH:12][CH:13]=2)=[CH:5][C:4]=1[CH2:14][CH:15]=[O:16].[F:17][C:18]1[CH:23]=[CH:22][C:21]([Mg]Br)=[CH:20][CH:19]=1, predict the reaction product. The product is: [F:17][C:18]1[CH:23]=[CH:22][C:21]([CH:15]([OH:16])[CH2:14][C:4]2[CH:5]=[C:6]([C:9]3[S:10][CH:11]=[CH:12][CH:13]=3)[CH:7]=[CH:8][C:3]=2[O:2][CH3:1])=[CH:20][CH:19]=1. (4) Given the reactants N(C(OCC)=O)=NC(OCC)=O.[CH2:13]([C:15]1[CH:53]=[CH:52][C:18]([CH2:19][C:20]2[C:21]([CH3:51])=[C:22]([OH:50])[CH:23]=[C:24]([C:26]3([O:44][C@H:43]([CH2:45][O:46][C:47](=[O:49])[CH3:48])[C@@H:38]([O:39][C:40](=[O:42])[CH3:41])[C@H:33]([O:34][C:35](=[O:37])[CH3:36])[C@H:28]3[O:29][C:30](=[O:32])[CH3:31])[OH:27])[CH:25]=2)=[CH:17][CH:16]=1)[CH3:14].[CH:54]1(O)[CH2:57][CH2:56][CH2:55]1.C1(P(C2C=CC=CC=2)C2C=CC=CC=2)C=CC=CC=1, predict the reaction product. The product is: [CH:54]1([O:50][C:22]2[CH:23]=[C:24]([C:26]3([O:44][C@H:43]([CH2:45][O:46][C:47](=[O:49])[CH3:48])[C@@H:38]([O:39][C:40](=[O:42])[CH3:41])[C@H:33]([O:34][C:35](=[O:37])[CH3:36])[C@H:28]3[O:29][C:30](=[O:32])[CH3:31])[OH:27])[CH:25]=[C:20]([CH2:19][C:18]3[CH:17]=[CH:16][C:15]([CH2:13][CH3:14])=[CH:53][CH:52]=3)[C:21]=2[CH3:51])[CH2:57][CH2:56][CH2:55]1. (5) Given the reactants [H-].[Na+].[OH:3]/[N:4]=[C:5](/[C:11]1[CH:16]=[CH:15][C:14]([O:17][C:18]2[CH:23]=[CH:22][CH:21]=[CH:20][CH:19]=2)=[CH:13][CH:12]=1)\[C:6]([O:8]CC)=[O:7].Cl[CH2:25][C:26]1[CH:45]=[CH:44][C:29]([O:30][CH2:31][C:32]2[N:33]=[C:34]([C:38]3[CH:43]=[CH:42][CH:41]=[CH:40][CH:39]=3)[O:35][C:36]=2[CH3:37])=[CH:28][CH:27]=1.Cl.C(=O)(O)[O-].[Na+], predict the reaction product. The product is: [CH3:37][C:36]1[O:35][C:34]([C:38]2[CH:39]=[CH:40][CH:41]=[CH:42][CH:43]=2)=[N:33][C:32]=1[CH2:31][O:30][C:29]1[CH:28]=[CH:27][C:26]([CH2:25][O:3]/[N:4]=[C:5](/[C:11]2[CH:12]=[CH:13][C:14]([O:17][C:18]3[CH:19]=[CH:20][CH:21]=[CH:22][CH:23]=3)=[CH:15][CH:16]=2)\[C:6]([OH:8])=[O:7])=[CH:45][CH:44]=1. (6) Given the reactants [Cl:1][C:2]1[CH:3]=[C:4]([CH:12]([CH2:26][CH:27]2[CH2:31][CH2:30][CH2:29][CH2:28]2)[C:13]([NH:15][C:16]2[CH:21]=[N:20][C:19]([C:22](=[NH:25])[NH:23][OH:24])=[CH:18][N:17]=2)=[O:14])[CH:5]=[CH:6][C:7]=1[S:8]([CH3:11])(=[O:10])=[O:9].[C:32](OC(=O)C)(=O)[CH3:33], predict the reaction product. The product is: [Cl:1][C:2]1[CH:3]=[C:4]([CH:12]([CH2:26][CH:27]2[CH2:28][CH2:29][CH2:30][CH2:31]2)[C:13]([NH:15][C:16]2[CH:21]=[N:20][C:19]([C:22]3[N:25]=[C:32]([CH3:33])[O:24][N:23]=3)=[CH:18][N:17]=2)=[O:14])[CH:5]=[CH:6][C:7]=1[S:8]([CH3:11])(=[O:9])=[O:10]. (7) Given the reactants [C:1]([O:4][CH2:5][C:6](Cl)=[O:7])(=[O:3])[CH3:2].[NH2:9][C:10]1[CH:15]=[CH:14][C:13]([S:16]([N:19]([C:21]2[CH:40]=[CH:39][C:24]3[N:25]([CH2:32][CH:33]4[CH2:38][CH2:37][O:36][CH2:35][CH2:34]4)[C:26]([C:28]([F:31])([F:30])[CH3:29])=[N:27][C:23]=3[CH:22]=2)[CH3:20])(=[O:18])=[O:17])=[CH:12][CH:11]=1.CCN(CC)CC, predict the reaction product. The product is: [C:1]([O:4][CH2:5][C:6]([NH:9][C:10]1[CH:11]=[CH:12][C:13]([S:16]([N:19]([C:21]2[CH:40]=[CH:39][C:24]3[N:25]([CH2:32][CH:33]4[CH2:38][CH2:37][O:36][CH2:35][CH2:34]4)[C:26]([C:28]([F:30])([F:31])[CH3:29])=[N:27][C:23]=3[CH:22]=2)[CH3:20])(=[O:17])=[O:18])=[CH:14][CH:15]=1)=[O:7])(=[O:3])[CH3:2]. (8) Given the reactants [C:1]1([C:9]2[CH:14]=[CH:13][C:12]([NH2:15])=[C:11]([NH2:16])[CH:10]=2)[CH:6]=[CH:5][C:4]([NH2:7])=[C:3]([NH2:8])[CH:2]=1.[NH2:17][C:18]1[CH:26]=[CH:25][C:21]([C:22](O)=O)=[CH:20][CH:19]=1.O, predict the reaction product. The product is: [NH:15]1[C:12]2[CH:13]=[CH:14][C:9]([C:1]3[CH:6]=[CH:5][C:4]4[N:7]=[C:22]([C:21]5[CH:25]=[CH:26][C:18]([NH2:17])=[CH:19][CH:20]=5)[NH:8][C:3]=4[CH:2]=3)=[CH:10][C:11]=2[N:16]=[C:9]1[C:1]1[CH:6]=[CH:5][C:4]([NH2:7])=[CH:3][CH:2]=1. (9) Given the reactants [CH3:1][C:2]([NH:12]C=O)([CH3:11])[CH2:3][C:4]1[CH:5]=[C:6]([CH3:10])[CH:7]=[CH:8][CH:9]=1.Cl.C(=O)([O-])[O-].[K+].[K+], predict the reaction product. The product is: [CH3:11][C:2]([NH2:12])([CH3:1])[CH2:3][C:4]1[CH:5]=[C:6]([CH3:10])[CH:7]=[CH:8][CH:9]=1. (10) Given the reactants [Si](O[C@H:9]([C@H:32]1[CH2:36][C@@H](OCCC)CN1C(OC(C)(C)C)=O)[C@@H:10]([NH:20][C:21](=O)C1C=CC=C(C(=O)N)C=1)CC1C=C(F)C=C(F)C=1)(C(C)(C)C)(C)C.C(OC([N:55]1[CH2:59][C@H:58]([O:60][CH2:61][CH2:62][CH3:63])[CH2:57][C@@H:56]1[C@@H:64]([O:87][Si](C(C)(C)C)(C)C)[C@@H:65]([NH:75][C:76]([C:78]1[CH:79]=[C:80]([CH:84]=[CH:85][CH:86]=1)[C:81]([OH:83])=O)=[O:77])[CH2:66][C:67]1[CH:72]=[C:71]([F:73])[CH:70]=[C:69]([F:74])[CH:68]=1)=O)(C)(C)C.CN(C(ON1N=NC2C=CC=NC1=2)=[N+](C)C)C.F[P-](F)(F)(F)(F)F.CNCCCC, predict the reaction product. The product is: [CH2:10]([N:20]([CH3:21])[C:81](=[O:83])[C:80]1[CH:84]=[CH:85][CH:86]=[C:78]([C:76]([NH:75][C@@H:65]([CH2:66][C:67]2[CH:68]=[C:69]([F:74])[CH:70]=[C:71]([F:73])[CH:72]=2)[C@H:64]([OH:87])[C@H:56]2[CH2:57][C@@H:58]([O:60][CH2:61][CH2:62][CH3:63])[CH2:59][NH:55]2)=[O:77])[CH:79]=1)[CH2:9][CH2:32][CH3:36].